Predict the product of the given reaction. From a dataset of Forward reaction prediction with 1.9M reactions from USPTO patents (1976-2016). (1) Given the reactants CO.[CH2:3]([N:6]([CH2:34][CH2:35][CH3:36])[CH2:7][CH2:8][CH2:9][C:10]1[N:15]=[C:14]([C:16]2[CH:33]=[CH:32][C:19]([CH2:20][N:21]3C(=O)C4C(=CC=CC=4)C3=O)=[CH:18][CH:17]=2)[CH:13]=[CH:12][CH:11]=1)[CH2:4][CH3:5].O.NN, predict the reaction product. The product is: [NH2:21][CH2:20][C:19]1[CH:32]=[CH:33][C:16]([C:14]2[N:15]=[C:10]([CH2:9][CH2:8][CH2:7][N:6]([CH2:34][CH2:35][CH3:36])[CH2:3][CH2:4][CH3:5])[CH:11]=[CH:12][CH:13]=2)=[CH:17][CH:18]=1. (2) Given the reactants Br[C:2]1[S:6][C:5]([C:7]([NH2:9])=[O:8])=[C:4]([NH:10][CH2:11][CH:12]([F:14])[F:13])[CH:3]=1.CO[C:17](OC)([CH3:19])[CH3:18].CC1(C)C2(CS(O)(=O)=O)C(CC1CC2)=O.[O-]S([O-])(=O)=O.[Mg+2].C([O-])(O)=O.[Na+].[CH3:48][C:49]1[C:53](B2OC(C)(C)C(C)(C)O2)=[CH:52][N:51](C(OC(C)(C)C)=O)[N:50]=1.C(=O)([O-])[O-].[Na+].[Na+], predict the reaction product. The product is: [F:13][CH:12]([F:14])[CH2:11][N:10]1[C:4]2[CH:3]=[C:2]([C:53]3[CH:52]=[N:51][NH:50][C:49]=3[CH3:48])[S:6][C:5]=2[C:7](=[O:8])[NH:9][C:17]1([CH3:19])[CH3:18]. (3) Given the reactants [C:1]1([OH:7])[CH:6]=[CH:5][CH:4]=[CH:3][CH:2]=1.C(O[Ti:12]([O:21][CH:22]([CH3:24])[CH3:23])([O:17][CH:18]([CH3:20])[CH3:19])[O:13][CH:14]([CH3:16])[CH3:15])(C)C, predict the reaction product. The product is: [O:7]([Ti:12]([O:13][C:14]1[CH:15]=[CH:24][CH:22]=[CH:23][CH:16]=1)([O:17][C:18]1[CH:19]=[CH:20][CH:18]=[CH:19][CH:20]=1)[O:21][C:22]1[CH:23]=[CH:16][CH:14]=[CH:15][CH:24]=1)[C:1]1[CH:6]=[CH:5][CH:4]=[CH:3][CH:2]=1. (4) Given the reactants [Cl:1][C:2]1[C:3](F)=[C:4]([CH:7]=[C:8]([C:10]([F:13])([F:12])[F:11])[CH:9]=1)[CH:5]=O.[C:15]([O:19][CH3:20])(=[O:18])[CH2:16][SH:17].C(=O)([O-])[O-].[K+].[K+].CN(C)C=O, predict the reaction product. The product is: [Cl:1][C:2]1[C:3]2[S:17][C:16]([C:15]([O:19][CH3:20])=[O:18])=[CH:5][C:4]=2[CH:7]=[C:8]([C:10]([F:13])([F:12])[F:11])[CH:9]=1. (5) Given the reactants [CH2:1]([O:3][C:4]([C@@H:6]1[CH2:10][C:9](=[O:11])[CH2:8][C@H:7]1[C:12]([O:14]CC)=[O:13])=[O:5])[CH3:2].[Mg].[OH-].[Na+].ClCCl, predict the reaction product. The product is: [CH2:1]([O:3][C:4]([C@@H:6]1[CH2:10][C:9](=[O:11])[CH2:8][C@H:7]1[C:12]([OH:14])=[O:13])=[O:5])[CH3:2]. (6) Given the reactants [Si]([O:8][CH2:9][C:10]1[C:18]2[O:17][N:16]=[C:15]([CH2:19][CH2:20][CH:21]3[CH2:26][CH2:25][N:24]([C:27]([O:29][C:30]([CH3:33])([CH3:32])[CH3:31])=[O:28])[CH2:23][CH2:22]3)[C:14]=2[CH:13]=[CH:12][C:11]=1OS(C(F)(F)F)(=O)=O)(C(C)(C)C)(C)C.[CH2:42]([Sn](CCCC)(CCCC)CCCC)[C:43]1[CH:48]=[CH:47][CH:46]=[CH:45][CH:44]=1.[Cl-].[Li+].[F-].[K+], predict the reaction product. The product is: [CH2:42]([C:11]1[CH:12]=[CH:13][C:14]2[C:15]([CH2:19][CH2:20][CH:21]3[CH2:22][CH2:23][N:24]([C:27]([O:29][C:30]([CH3:31])([CH3:32])[CH3:33])=[O:28])[CH2:25][CH2:26]3)=[N:16][O:17][C:18]=2[C:10]=1[CH2:9][OH:8])[C:43]1[CH:48]=[CH:47][CH:46]=[CH:45][CH:44]=1. (7) Given the reactants [C:1]([C:3]1[C:4]([N:17]2[CH2:22][CH2:21][CH:20]([C:23](O)=[O:24])[CH2:19][CH2:18]2)=[N:5][C:6]([CH3:16])=[C:7]([C:9]2[O:10][C:11]([CH2:14][CH3:15])=[CH:12][N:13]=2)[CH:8]=1)#[N:2].CCN=C=NCCCN(C)C.C1C=CC2N(O)N=NC=2C=1.[Cl:47][C:48]1[S:52][C:51]([S:53]([NH2:56])(=[O:55])=[O:54])=[CH:50][CH:49]=1.CCN(C(C)C)C(C)C, predict the reaction product. The product is: [Cl:47][C:48]1[S:52][C:51]([S:53]([NH:56][C:23]([CH:20]2[CH2:21][CH2:22][N:17]([C:4]3[C:3]([C:1]#[N:2])=[CH:8][C:7]([C:9]4[O:10][C:11]([CH2:14][CH3:15])=[CH:12][N:13]=4)=[C:6]([CH3:16])[N:5]=3)[CH2:18][CH2:19]2)=[O:24])(=[O:55])=[O:54])=[CH:50][CH:49]=1.